Dataset: Catalyst prediction with 721,799 reactions and 888 catalyst types from USPTO. Task: Predict which catalyst facilitates the given reaction. (1) Reactant: [NH2:1][C@@H:2]([CH2:6][C:7]1[CH:12]=[CH:11][C:10]([C:13]2[CH:18]=[C:17]([O:19][C@H:20]([C:25]3[CH:30]=[CH:29][C:28]([Cl:31])=[CH:27][C:26]=3[N:32]3[CH:36]=[CH:35][C:34]([CH3:37])=[N:33]3)[C:21]([F:24])([F:23])[F:22])[N:16]=[C:15]([NH2:38])[N:14]=2)=[CH:9][CH:8]=1)[C:3]([OH:5])=[O:4].[CH2:39]([S:41]([OH:44])(=[O:43])=[O:42])[CH3:40].CC(O)C.CCO. Product: [S:41]([CH2:39][CH3:40])([OH:44])(=[O:43])=[O:42].[NH2:1][C@@H:2]([CH2:6][C:7]1[CH:12]=[CH:11][C:10]([C:13]2[CH:18]=[C:17]([O:19][C@H:20]([C:25]3[CH:30]=[CH:29][C:28]([Cl:31])=[CH:27][C:26]=3[N:32]3[CH:36]=[CH:35][C:34]([CH3:37])=[N:33]3)[C:21]([F:23])([F:24])[F:22])[N:16]=[C:15]([NH2:38])[N:14]=2)=[CH:9][CH:8]=1)[C:3]([OH:5])=[O:4]. The catalyst class is: 5. (2) Reactant: [Cl:1][C:2]1[CH:7]=[CH:6][C:5]([CH:8]([C:20]2[CH:25]=[CH:24][C:23]([S:26]([CH3:29])(=[O:28])=[O:27])=[CH:22][CH:21]=2)[CH2:9][C:10]([C:12]2[CH:13]=[N:14][C:15]([O:18]C)=[CH:16][CH:17]=2)=[O:11])=[C:4]([CH3:30])[CH:3]=1.Cl. Product: [Cl:1][C:2]1[CH:7]=[CH:6][C:5]([CH:8]([C:20]2[CH:21]=[CH:22][C:23]([S:26]([CH3:29])(=[O:27])=[O:28])=[CH:24][CH:25]=2)[CH2:9][C:10]([C:12]2[CH:17]=[CH:16][C:15](=[O:18])[NH:14][CH:13]=2)=[O:11])=[C:4]([CH3:30])[CH:3]=1. The catalyst class is: 12. (3) Reactant: [CH2:1]([CH:8]1[CH2:15][CH:11]2[CH2:12][NH:13][CH2:14][CH:10]2[CH2:9]1)[C:2]1[CH:7]=[CH:6][CH:5]=[CH:4][CH:3]=1.C(N(CC)CC)C.[N:23]([C:26]1[CH:31]=[CH:30][CH:29]=[C:28]([O:32][CH3:33])[CH:27]=1)=[C:24]=[O:25]. Product: [CH2:1]([CH:8]1[CH2:15][C@@H:11]2[CH2:12][N:13]([C:24]([NH:23][C:26]3[CH:31]=[CH:30][CH:29]=[C:28]([O:32][CH3:33])[CH:27]=3)=[O:25])[CH2:14][C@@H:10]2[CH2:9]1)[C:2]1[CH:3]=[CH:4][CH:5]=[CH:6][CH:7]=1. The catalyst class is: 4. (4) Reactant: [C:1]([CH:3]([C:5]1[CH:6]=[C:7]([CH:12]=[CH:13][CH:14]=1)[C:8]([O:10][CH3:11])=[O:9])[CH3:4])#[N:2].C[O-].[Na+].Br[CH2:19][CH:20]1[CH2:22][CH2:21]1.[H-].[Na+]. Product: [C:1]([C:3]([C:5]1[CH:6]=[C:7]([CH:12]=[CH:13][CH:14]=1)[C:8]([O:10][CH3:11])=[O:9])([CH3:4])[CH2:19][CH:20]1[CH2:22][CH2:21]1)#[N:2]. The catalyst class is: 753. (5) Reactant: [CH3:1][N:2]1[NH:6][CH:5]=[CH:4]O1.[Li]CCCC.[Mg+2].[Br-].[Br-].CC[O:17]CC.[O:20]([CH2:27][CH2:28][CH2:29][CH2:30][CH2:31][CH2:32][CH:33]=[O:34])[C:21]1[CH:26]=[CH:25][CH:24]=[CH:23][CH:22]=1. Product: [O:20]([CH2:27][CH2:28][CH2:29][CH2:30][CH2:31][CH2:32][CH:33]([C:1]1[O:17][C:5]([CH3:4])=[N:6][N:2]=1)[OH:34])[C:21]1[CH:26]=[CH:25][CH:24]=[CH:23][CH:22]=1. The catalyst class is: 1. (6) Product: [ClH:34].[CH3:1][N:2]([CH2:4][C:5]1[C:13]2[O:12][N:11]=[C:10]([CH2:14][CH2:15][CH:16]3[CH2:17][CH2:18][N:19]([C:22]4[N:27]=[C:26]([F:28])[CH:25]=[CH:24][CH:23]=4)[CH2:20][CH2:21]3)[C:9]=2[CH:8]=[CH:7][C:6]=1[O:29][CH2:30][CH:31]1[CH2:32][CH2:33]1)[CH3:3]. The catalyst class is: 125. Reactant: [CH3:1][N:2]([CH2:4][C:5]1[C:13]2[O:12][N:11]=[C:10]([CH2:14][CH2:15][CH:16]3[CH2:21][CH2:20][N:19]([C:22]4[N:27]=[C:26]([F:28])[CH:25]=[CH:24][CH:23]=4)[CH2:18][CH2:17]3)[C:9]=2[CH:8]=[CH:7][C:6]=1[O:29][CH2:30][CH:31]1[CH2:33][CH2:32]1)[CH3:3].[ClH:34]. (7) Reactant: [CH:1]([C:4]1[CH:9]=[CH:8][C:7]([S:10][CH2:11][C:12]([N:14]2[CH2:19][CH2:18][O:17][CH2:16][CH:15]2[C:20]([O:22]C)=[O:21])=[O:13])=[CH:6][CH:5]=1)([CH3:3])[CH3:2].[OH-].[Li+]. Product: [CH:1]([C:4]1[CH:9]=[CH:8][C:7]([S:10][CH2:11][C:12]([N:14]2[CH2:19][CH2:18][O:17][CH2:16][CH:15]2[C:20]([OH:22])=[O:21])=[O:13])=[CH:6][CH:5]=1)([CH3:3])[CH3:2]. The catalyst class is: 20. (8) Reactant: COC1C=CC(C[N:8]2[C:13]3[NH:14][N:15]=[C:16]([NH:17][C:18]4[CH:23]=[CH:22][CH:21]=[CH:20][CH:19]=4)[C:12]=3[C:11](=[O:24])[N:10]([CH3:25])[C:9]2=[O:26])=CC=1.C(O)(C(F)(F)F)=O.FC(F)(F)S(O)(=O)=O. Product: [CH3:25][N:10]1[C:11](=[O:24])[C:12]2[C:16]([NH:17][C:18]3[CH:23]=[CH:22][CH:21]=[CH:20][CH:19]=3)=[N:15][NH:14][C:13]=2[NH:8][C:9]1=[O:26]. The catalyst class is: 2. (9) The catalyst class is: 1. Product: [I:13][C:10]1[CH:11]=[CH:12][C:7]([C:16]([OH:18])([CH:15]([CH3:19])[CH3:14])[CH3:17])=[CH:8][CH:9]=1. Reactant: C([Li])CCC.I[C:7]1[CH:12]=[CH:11][C:10]([I:13])=[CH:9][CH:8]=1.[CH3:14][CH:15]([CH3:19])[C:16](=[O:18])[CH3:17].